From a dataset of Full USPTO retrosynthesis dataset with 1.9M reactions from patents (1976-2016). Predict the reactants needed to synthesize the given product. Given the product [CH3:10][O:11][CH2:2][CH2:3][CH2:4][CH2:5][CH2:6][CH2:7][CH2:8][OH:9], predict the reactants needed to synthesize it. The reactants are: Br[CH2:2][CH2:3][CH2:4][CH2:5][CH2:6][CH2:7][CH2:8][OH:9].[CH3:10][O-:11].[Na+].